From a dataset of Forward reaction prediction with 1.9M reactions from USPTO patents (1976-2016). Predict the product of the given reaction. (1) Given the reactants CC[N+](S(N=C(OC)[O-])(=O)=O)(CC)CC.[Cl:16][C:17]1[CH:18]=[CH:19][C:20]([N+:52]([O-:54])=[O:53])=[C:21]([C:23]2[CH:28]=[CH:27][N:26]([CH:29]([CH2:43][C:44]3[CH:49]=[CH:48][C:47]([F:50])=[CH:46][CH:45]=3)[C:30]([NH:32][CH2:33][C:34]([C:36]3[CH:41]=[CH:40][C:39]([F:42])=[CH:38][CH:37]=3)=O)=[O:31])[C:25](=[O:51])[CH:24]=2)[CH:22]=1, predict the reaction product. The product is: [Cl:16][C:17]1[CH:18]=[CH:19][C:20]([N+:52]([O-:54])=[O:53])=[C:21]([C:23]2[CH:28]=[CH:27][N:26]([CH:29]([C:30]3[O:31][C:34]([C:36]4[CH:41]=[CH:40][C:39]([F:42])=[CH:38][CH:37]=4)=[CH:33][N:32]=3)[CH2:43][C:44]3[CH:49]=[CH:48][C:47]([F:50])=[CH:46][CH:45]=3)[C:25](=[O:51])[CH:24]=2)[CH:22]=1. (2) Given the reactants [CH2:1]([N:3]1[C:7]2[CH:8]=[CH:9][C:10]([C:12]([OH:14])=O)=[CH:11][C:6]=2[N:5]=[C:4]1[NH:15][C:16]1[S:17][C:18]2[CH:24]=[C:23]([C:25]([F:28])([F:27])[F:26])[CH:22]=[CH:21][C:19]=2[N:20]=1)[CH3:2].[CH2:29]([NH2:31])[CH3:30].CN(C(ON1N=NC2C=CC=CC1=2)=[N+](C)C)C.F[P-](F)(F)(F)(F)F.CCN(C(C)C)C(C)C, predict the reaction product. The product is: [CH2:29]([NH:31][C:12]([C:10]1[CH:9]=[CH:8][C:7]2[N:3]([CH2:1][CH3:2])[C:4]([NH:15][C:16]3[S:17][C:18]4[CH:24]=[C:23]([C:25]([F:28])([F:27])[F:26])[CH:22]=[CH:21][C:19]=4[N:20]=3)=[N:5][C:6]=2[CH:11]=1)=[O:14])[CH3:30]. (3) The product is: [NH2:1][C:2]1[C:3]([C:4]([C:16]2[CH:21]=[C:20]([F:22])[CH:19]=[CH:18][C:17]=2[O:23][CH3:24])=[O:5])=[CH:10][CH:11]=[C:12]([Cl:14])[N:13]=1. Given the reactants [NH2:1][C:2]1[N:13]=[C:12]([Cl:14])[CH:11]=[CH:10][C:3]=1[C:4](N(OC)C)=[O:5].Br[C:16]1[CH:21]=[C:20]([F:22])[CH:19]=[CH:18][C:17]=1[O:23][CH3:24], predict the reaction product. (4) Given the reactants Br[C:2]1[CH:7]=[CH:6][CH:5]=[C:4]([F:8])[N:3]=1.C([Li])CCC.C(O[B:18]([O:23][CH:24]([CH3:26])[CH3:25])[O:19][CH:20]([CH3:22])[CH3:21])(C)C.OC(C(O)(C)C)(C)C, predict the reaction product. The product is: [F:8][C:4]1[N:3]=[C:2]([B:18]2[O:19][C:20]([CH3:21])([CH3:22])[C:24]([CH3:25])([CH3:26])[O:23]2)[CH:7]=[CH:6][CH:5]=1. (5) Given the reactants [OH:1][C:2]1[CH:3]=[C:4]2[C:9](=[CH:10][C:11]=1[O:12][CH3:13])[N:8]=[CH:7][CH:6]=[CH:5]2.Cl[C:15]1[C:24]2[C:19](=[CH:20][C:21]([O:27][CH3:28])=[C:22]([O:25][CH3:26])[CH:23]=2)[N:18]=[CH:17][CH:16]=1.O, predict the reaction product. The product is: [CH3:26][O:25][C:22]1[CH:23]=[C:24]2[C:19](=[CH:20][C:21]=1[O:27][CH3:28])[N:18]=[CH:17][CH:16]=[C:15]2[O:1][C:2]1[CH:3]=[C:4]2[C:9](=[CH:10][C:11]=1[O:12][CH3:13])[N:8]=[CH:7][CH:6]=[CH:5]2. (6) Given the reactants [CH2:1]([O:8][C:9]1[CH:14]=[CH:13][C:12]([CH2:15][CH2:16]C(N)=O)=[C:11]([O:20][CH3:21])[C:10]=1OC)[C:2]1[CH:7]=[CH:6][CH:5]=[CH:4][CH:3]=1.Br[N:25]1C(=O)CCC1=O.[OH-].[K+].[CH2:34]([OH:36])C, predict the reaction product. The product is: [CH2:1]([O:8][C:9]1[CH:14]=[CH:13][C:12]([CH2:15][CH2:16][NH2:25])=[C:11]([O:20][CH2:21][O:36][CH3:34])[CH:10]=1)[C:2]1[CH:3]=[CH:4][CH:5]=[CH:6][CH:7]=1.